This data is from Forward reaction prediction with 1.9M reactions from USPTO patents (1976-2016). The task is: Predict the product of the given reaction. (1) Given the reactants O.[OH-].[Li+].[CH2:4]([O:11][C:12]([NH:14][C@H:15]([C:21]([O:23]C)=[O:22])[CH2:16][O:17][CH:18]([CH3:20])[CH3:19])=[O:13])[C:5]1[CH:10]=[CH:9][CH:8]=[CH:7][CH:6]=1.S([O-])(O)(=O)=O.[K+], predict the reaction product. The product is: [CH2:4]([O:11][C:12]([NH:14][C@H:15]([C:21]([OH:23])=[O:22])[CH2:16][O:17][CH:18]([CH3:20])[CH3:19])=[O:13])[C:5]1[CH:6]=[CH:7][CH:8]=[CH:9][CH:10]=1. (2) Given the reactants [CH2:1]1[O:3][CH2:2]1.[CH3:4][O:5][C:6]1[CH:11]=[CH:10][CH:9]=[C:8]([CH:12]=[CH2:13])[CH:7]=1.[Br:14]N1C(=O)CCC1=O.[N+:22]([C:25]1[CH:30]=[CH:29][C:28]([S:31]([NH2:34])(=[O:33])=[O:32])=[CH:27][CH:26]=1)([O-:24])=[O:23], predict the reaction product. The product is: [Br:14][CH2:13][CH:12]([C:8]1[CH:9]=[CH:10][CH:11]=[C:6]([O:5][CH3:4])[CH:7]=1)[O:3][CH2:1][CH2:2][NH:34][S:31]([C:28]1[CH:27]=[CH:26][C:25]([N+:22]([O-:24])=[O:23])=[CH:30][CH:29]=1)(=[O:32])=[O:33]. (3) Given the reactants [C:1]([O:5][C:6]([NH:8][C:9]([CH3:14])([C:11]([OH:13])=O)[CH3:10])=[O:7])([CH3:4])([CH3:3])[CH3:2].[CH3:15][CH:16]([CH3:20])[CH2:17][CH2:18][NH2:19].CCN(C(C)C)C(C)C.CN(C(ON1N=NC2C=CC=CC1=2)=[N+](C)C)C.[B-](F)(F)(F)F, predict the reaction product. The product is: [CH2:18]([NH:19][C:11]([C:9]([NH:8][C:6](=[O:7])[O:5][C:1]([CH3:2])([CH3:3])[CH3:4])([CH3:10])[CH3:14])=[O:13])[CH2:17][CH:16]([CH3:20])[CH3:15].